Task: Predict the reaction yield, written as a fraction of the theoretical maximum amount of product (1.0 means a 100% yield; for example, 0.34 means a 34% yield).. Dataset: Reaction yield outcomes from USPTO patents with 853,638 reactions (1) The reactants are C([N:4]1[C:13]2[CH:12]=[CH:11][C:10]([N+:14]([O-:16])=[O:15])=[CH:9][C:8]=2[C:7]2[N:17]([C:25]3[CH:30]=[CH:29][C:28]([F:31])=[CH:27][CH:26]=3)[N:18]=[C:19]([C:20]([O:22][CH2:23][CH3:24])=[O:21])[C:6]=2[CH2:5]1)(=O)C. The catalyst is CCO.Cl. The product is [F:31][C:28]1[CH:29]=[CH:30][C:25]([N:17]2[C:7]3[C:8]4[CH:9]=[C:10]([N+:14]([O-:16])=[O:15])[CH:11]=[CH:12][C:13]=4[NH:4][CH2:5][C:6]=3[C:19]([C:20]([O:22][CH2:23][CH3:24])=[O:21])=[N:18]2)=[CH:26][CH:27]=1. The yield is 0.850. (2) The reactants are [C:1]([NH2:5])([CH3:4])([CH3:3])[CH3:2].Cl.[CH3:7][N:8]([CH3:12])[CH2:9][CH2:10]Cl. The catalyst is O. The product is [C:1]([NH:5][CH2:10][CH2:9][N:8]([CH3:12])[CH3:7])([CH3:4])([CH3:3])[CH3:2]. The yield is 0.600. (3) The reactants are FC(F)(F)S([O:6][C:7]1C=CC=C(C2N=C(C)C3C(C=2)=CC(OC)=C(OC)C=3)[CH:8]=1)(=O)=O.[C:30]([C:34]1[CH:39]=C[C:37](B(O)O)=[CH:36][CH:35]=1)(C)(C)[CH3:31].C([O-])([O-])=[O:44].[K+].[K+]. The catalyst is C(#N)C.O.CCOC(C)=O.CC([O-])=O.CC([O-])=O.[Pd+2].CC(C1C=C(C(C)C)C(C2C=CC=CC=2P(C2CCCCC2)C2CCCCC2)=C(C(C)C)C=1)C. The product is [CH3:8][CH2:7][O:6][C:34]([CH3:39])=[O:44].[CH3:31][CH2:30][CH2:34][CH2:35][CH2:36][CH3:37]. The yield is 0.970. (4) The reactants are [CH2:1]([NH:3][C:4]([NH:6][C:7]1[S:8][C:9]2[C:15]([C:16]3[CH:21]=[CH:20][CH:19]=[CH:18][N:17]=3)=[CH:14][C:13](OS(C(F)(F)F)(=O)=O)=[CH:12][C:10]=2[N:11]=1)=[O:5])[CH3:2].[B:30]1(B2OCC(C)(C)CO2)[O:35]CC(C)(C)C[O:31]1.CC([O-])=O.[K+]. The catalyst is CS(C)=O.C1C=CC(P(C2C=CC=CC=2)[C-]2C=CC=C2)=CC=1.C1C=CC(P(C2C=CC=CC=2)[C-]2C=CC=C2)=CC=1.Cl[Pd]Cl.[Fe+2]. The product is [CH2:1]([NH:3][C:4]([NH:6][C:7]1[S:8][C:9]2[C:15]([C:16]3[CH:21]=[CH:20][CH:19]=[CH:18][N:17]=3)=[CH:14][C:13]([B:30]([OH:35])[OH:31])=[CH:12][C:10]=2[N:11]=1)=[O:5])[CH3:2]. The yield is 0.880. (5) The reactants are Br[C:2]1[CH:3]=[CH:4][C:5]([O:34][CH3:35])=[C:6]([N:8]2[C:17]3[C:12](=[CH:13][C:14]([S:18]([O:21][C:22]4[C:27]([F:28])=[C:26]([F:29])[C:25]([F:30])=[C:24]([F:31])[C:23]=4[F:32])(=[O:20])=[O:19])=[CH:15][CH:16]=3)[CH:11]=[CH:10][C:9]2=[O:33])[CH:7]=1.[Cl:36][C:37]1[CH:38]=[C:39](B(O)O)[CH:40]=[C:41]([F:43])[CH:42]=1.C(=O)([O-])[O-].[K+].[K+]. The catalyst is O1CCOCC1.O.C(Cl)Cl.C1C=CC([P]([Pd]([P](C2C=CC=CC=2)(C2C=CC=CC=2)C2C=CC=CC=2)([P](C2C=CC=CC=2)(C2C=CC=CC=2)C2C=CC=CC=2)[P](C2C=CC=CC=2)(C2C=CC=CC=2)C2C=CC=CC=2)(C2C=CC=CC=2)C2C=CC=CC=2)=CC=1. The product is [Cl:36][C:37]1[CH:38]=[C:39]([C:2]2[CH:3]=[CH:4][C:5]([O:34][CH3:35])=[C:6]([N:8]3[C:17]4[C:12](=[CH:13][C:14]([S:18]([O:21][C:22]5[C:23]([F:32])=[C:24]([F:31])[C:25]([F:30])=[C:26]([F:29])[C:27]=5[F:28])(=[O:19])=[O:20])=[CH:15][CH:16]=4)[CH:11]=[CH:10][C:9]3=[O:33])[CH:7]=2)[CH:40]=[C:41]([F:43])[CH:42]=1. The yield is 0.381. (6) The reactants are [Cl:1][C:2]1[CH:7]=[CH:6][C:5]([NH2:8])=[C:4]([C:9]#[C:10][C:11]2[CH:16]=[CH:15][CH:14]=[CH:13][C:12]=2[Cl:17])[CH:3]=1.[CH2:18]([O:20][C:21](=[O:28])[CH2:22][C:23](=O)[CH:24]([CH3:26])[CH3:25])[CH3:19]. The catalyst is CCO.C(OCC)(=O)C. The product is [CH2:18]([O:20][C:21]([C:22]1[C:23]([CH:24]([CH3:26])[CH3:25])=[N:8][C:5]2[C:4]([C:9]=1[CH2:10][C:11]1[CH:16]=[CH:15][CH:14]=[CH:13][C:12]=1[Cl:17])=[CH:3][C:2]([Cl:1])=[CH:7][CH:6]=2)=[O:28])[CH3:19]. The yield is 0.230. (7) The reactants are [Br:1][C:2]1[CH:3]=[C:4]2[N:10]=[CH:9][NH:8][C:5]2=[N:6][CH:7]=1.[H-].[Na+].Cl[CH2:14][C:15]1[CH:25]=[CH:24][C:18]2[N:19]=[C:20]([S:22][CH3:23])[O:21][C:17]=2[CH:16]=1.O. The catalyst is CN(C=O)C. The product is [Br:1][C:2]1[CH:3]=[C:4]2[N:10]=[CH:9][N:8]([CH2:14][C:15]3[CH:25]=[CH:24][C:18]4[N:19]=[C:20]([S:22][CH3:23])[O:21][C:17]=4[CH:16]=3)[C:5]2=[N:6][CH:7]=1. The yield is 0.480. (8) The reactants are Br[C:2]1[CH:3]=[CH:4][C:5]2[C:9]3[CH:10]=[CH:11][CH:12]=[CH:13][C:8]=3[O:7][C:6]=2[CH:14]=1.C([Li])CCC.[B:20](OC)([O:23]C)[O:21]C.Cl. The catalyst is CCCCCC.C1COCC1. The product is [CH:4]1[C:5]2[C:9]3[CH:10]=[CH:11][CH:12]=[CH:13][C:8]=3[O:7][C:6]=2[CH:14]=[CH:2][C:3]=1[B:20]([OH:23])[OH:21]. The yield is 0.270. (9) The reactants are [Cl:1][C:2]1[CH:7]=[CH:6][C:5]([S:8]([NH:11][C:12]2[C:13]([C:19]([OH:21])=O)=[N:14][CH:15]=[C:16]([CH3:18])[CH:17]=2)(=[O:10])=[O:9])=[CH:4][C:3]=1[C:22]([F:25])([F:24])[F:23].Cl.[CH3:27][O:28][NH:29][CH3:30]. The catalyst is C1COCC1. The product is [CH3:27][O:28][N:29]([CH3:30])[C:19]([C:13]1[C:12]([NH:11][S:8]([C:5]2[CH:6]=[CH:7][C:2]([Cl:1])=[C:3]([C:22]([F:25])([F:23])[F:24])[CH:4]=2)(=[O:10])=[O:9])=[CH:17][C:16]([CH3:18])=[CH:15][N:14]=1)=[O:21]. The yield is 0.840.